From a dataset of Catalyst prediction with 721,799 reactions and 888 catalyst types from USPTO. Predict which catalyst facilitates the given reaction. (1) Reactant: [C:1]([C:3]1[CH:4]=[C:5]2[C:10](=[CH:11][CH:12]=1)[NH:9][CH2:8][CH:7]([NH:13][S:14]([C:17]1[CH:22]=[CH:21][CH:20]=[CH:19][CH:18]=1)(=[O:16])=[O:15])[CH2:6]2)#[N:2].[H-].[Na+].C[Si](C)(C)CCO[CH2:30][Cl:31]. Product: [Cl:31][C:30]1[CH:11]=[C:12]([N:9]2[C:10]3[C:5](=[CH:4][C:3]([C:1]#[N:2])=[CH:12][CH:11]=3)[CH2:6][CH:7]([NH:13][S:14]([C:17]3[CH:22]=[CH:21][CH:20]=[CH:19][CH:18]=3)(=[O:16])=[O:15])[CH2:8]2)[CH:3]=[CH:4][CH:5]=1. The catalyst class is: 3. (2) Reactant: Br[C:2]1[S:3][CH:4]=[C:5]([Br:7])[CH:6]=1.[Li]CCCC.[CH:13](=[O:20])[C:14]1[CH:19]=[CH:18][CH:17]=[CH:16][CH:15]=1. Product: [Br:7][C:5]1[CH:6]=[C:2]([CH:13]([C:14]2[CH:19]=[CH:18][CH:17]=[CH:16][CH:15]=2)[OH:20])[S:3][CH:4]=1. The catalyst class is: 28. (3) Reactant: [CH3:1][O:2][N:3]([CH3:21])[C:4](=[O:20])[C:5]1[CH:10]=[CH:9][C:8]([N+:11]([O-])=O)=[C:7]([NH:14][CH:15]2[CH2:19][CH2:18][CH2:17][CH2:16]2)[CH:6]=1.C([O-])=O.[NH4+]. Product: [CH3:1][O:2][N:3]([CH3:21])[C:4](=[O:20])[C:5]1[CH:10]=[CH:9][C:8]([NH2:11])=[C:7]([NH:14][CH:15]2[CH2:16][CH2:17][CH2:18][CH2:19]2)[CH:6]=1. The catalyst class is: 8. (4) Reactant: [Br:1][C:2]1[CH:9]=[CH:8][C:5]([CH:6]=O)=[CH:4][CH:3]=1.[CH3:10][C@H:11]1[O:16][C@@H:15]([CH3:17])[CH2:14][NH:13][CH2:12]1.[BH-](OC(C)=O)(OC(C)=O)OC(C)=O.[Na+].CC(O)=O. Product: [Br:1][C:2]1[CH:9]=[CH:8][C:5]([CH2:6][N:13]2[CH2:12][C@H:11]([CH3:10])[O:16][C@H:15]([CH3:17])[CH2:14]2)=[CH:4][CH:3]=1. The catalyst class is: 26. (5) Reactant: Br[CH2:2][C:3]([C:5]1[CH:6]=[C:7]([CH:10]=[CH:11][CH:12]=1)[C:8]#[N:9])=O.[CH3:13][C:14]([C:17]([NH2:19])=[NH:18])([CH3:16])[CH3:15].Cl.C(=O)([O-])[O-].[K+].[K+].C(#N)C. Product: [C:14]([C:17]1[NH:18][CH:2]=[C:3]([C:5]2[CH:6]=[C:7]([CH:10]=[CH:11][CH:12]=2)[C:8]#[N:9])[N:19]=1)([CH3:16])([CH3:15])[CH3:13]. The catalyst class is: 6. (6) Reactant: [C:1]([O:5][C:6]([NH:8][C@H:9]([C:14]([OH:16])=O)[C@@H:10]([CH3:13])[O:11][CH3:12])=[O:7])([CH3:4])([CH3:3])[CH3:2].[CH3:17][NH:18][CH3:19].C(N(C(C)C)C(C)C)C.F[P-](F)(F)(F)(F)F.N1(OC(N(C)C)=[N+](C)C)C2N=CC=CC=2N=N1. Product: [C:1]([O:5][C:6]([NH:8][C@H:9]([C:14]([N:18]([CH3:19])[CH3:17])=[O:16])[C@@H:10]([CH3:13])[O:11][CH3:12])=[O:7])([CH3:4])([CH3:3])[CH3:2]. The catalyst class is: 18. (7) Reactant: S(Cl)([Cl:3])=O.[Br:5][C:6]1[CH:7]=[N:8][C:9]([C:12]([OH:14])=O)=[N:10][CH:11]=1. Product: [Br:5][C:6]1[CH:7]=[N:8][C:9]([C:12]([Cl:3])=[O:14])=[N:10][CH:11]=1. The catalyst class is: 3. (8) Reactant: [F:1][C:2]1[CH:3]=[C:4]([NH:9][C:10]2[N:18]=[CH:17][CH:16]=[CH:15][C:11]=2[C:12]([OH:14])=O)[CH:5]=[CH:6][C:7]=1[F:8].Cl.[NH2:20][C:21]([CH3:26])([CH2:24][CH3:25])[C:22]#[CH:23].C1C=CC2N(O)N=NC=2C=1.CCN=C=NCCCN(C)C.CCN(C(C)C)C(C)C. Product: [F:1][C:2]1[CH:3]=[C:4]([NH:9][C:10]2[N:18]=[CH:17][CH:16]=[CH:15][C:11]=2[C:12]([NH:20][C:21]([CH3:26])([CH2:24][CH3:25])[C:22]#[CH:23])=[O:14])[CH:5]=[CH:6][C:7]=1[F:8]. The catalyst class is: 2.